Dataset: Forward reaction prediction with 1.9M reactions from USPTO patents (1976-2016). Task: Predict the product of the given reaction. (1) Given the reactants [C:1]([O:5][C@@H:6]([C:11]1[C:12]([CH3:27])=[N:13][C:14]2[N:15]([N:18]=[C:19]([C:21]3[CH:26]=[CH:25][CH:24]=[CH:23][CH:22]=3)[CH:20]=2)[C:16]=1Cl)[C:7]([O:9]C)=[O:8])([CH3:4])([CH3:3])[CH3:2].[CH2:28]1[C:32]2([CH2:36][CH2:35][CH2:34][CH2:33]2)[CH2:31][CH2:30][NH:29]1.C(N(CC)C(C)C)(C)C.[OH-].[Li+], predict the reaction product. The product is: [C:1]([O:5][C@@H:6]([C:11]1[C:12]([CH3:27])=[N:13][C:14]2[N:15]([N:18]=[C:19]([C:21]3[CH:22]=[CH:23][CH:24]=[CH:25][CH:26]=3)[CH:20]=2)[C:16]=1[N:29]1[CH2:30][CH2:31][C:32]2([CH2:36][CH2:35][CH2:34][CH2:33]2)[CH2:28]1)[C:7]([OH:9])=[O:8])([CH3:3])([CH3:4])[CH3:2]. (2) Given the reactants Cl[C:2]1[CH:7]=[C:6]([Cl:8])[N:5]=[C:4]([NH2:9])[N:3]=1.[CH3:10][C:11]1[CH:12]=[CH:13][C:14]([NH2:17])=[CH:15][CH:16]=1.C(N(CC)C(C)C)(C)C, predict the reaction product. The product is: [Cl:8][C:6]1[N:5]=[C:4]([NH2:9])[N:3]=[C:2]([NH:17][C:14]2[CH:15]=[CH:16][C:11]([CH3:10])=[CH:12][CH:13]=2)[CH:7]=1. (3) The product is: [Cl:1][C:2]1[C:7]([C:37]2[CH:38]=[C:39]([CH:43]([OH:49])[C:44]([N:46]([CH3:47])[CH3:48])=[O:45])[CH:40]=[N:41][CH:42]=2)=[CH:6][N:5]=[C:4]2[NH:17][CH:18]=[C:19]([C:20]3[CH:25]=[CH:24][CH:23]=[CH:22][C:21]=3[O:26][CH3:27])[C:3]=12. Given the reactants [Cl:1][C:2]1[C:7](B2OC(C)(C)C(C)(C)O2)=[CH:6][N:5]=[C:4]2[N:17](COCC[Si](C)(C)C)[CH:18]=[C:19]([C:20]3[CH:25]=[CH:24][CH:23]=[CH:22][C:21]=3[O:26][CH3:27])[C:3]=12.Br[C:37]1[CH:38]=[C:39]([CH:43]([OH:49])[C:44]([N:46]([CH3:48])[CH3:47])=[O:45])[CH:40]=[N:41][CH:42]=1.C([O-])([O-])=O.[Na+].[Na+], predict the reaction product. (4) Given the reactants [NH2:1][C:2]1[C:6]([C:7]([NH2:9])=[O:8])=[CH:5][NH:4][N:3]=1.[C:10]([CH:12]=[C:13]1[CH2:18][CH2:17][N:16]([C:19]([O:21][C:22]([CH3:25])([CH3:24])[CH3:23])=[O:20])[CH2:15][CH2:14]1)#[N:11].CC#N.C1CCN2C(=NCCC2)CC1, predict the reaction product. The product is: [NH2:1][C:2]1[C:6]([C:7](=[O:8])[NH2:9])=[CH:5][N:4]([C:13]2([CH2:12][C:10]#[N:11])[CH2:14][CH2:15][N:16]([C:19]([O:21][C:22]([CH3:23])([CH3:24])[CH3:25])=[O:20])[CH2:17][CH2:18]2)[N:3]=1. (5) Given the reactants Cl.[N:2]1([CH2:7][CH2:8][CH2:9][C:10]([OH:12])=[O:11])[CH2:6][CH2:5][CH2:4][CH2:3]1.C1N=CN(C(N2C=NC=C2)=O)C=1.[F:25][C:26]1[C:30]([C:31]2[CH:32]=[N:33][C:34]3[C:39]([CH:40]=2)=[CH:38][CH:37]=[CH:36][CH:35]=3)=[N:29][NH:28][C:27]=1[NH2:41], predict the reaction product. The product is: [CH:10]([OH:12])=[O:11].[F:25][C:26]1[C:30]([C:31]2[CH:32]=[N:33][C:34]3[C:39]([CH:40]=2)=[CH:38][CH:37]=[CH:36][CH:35]=3)=[N:29][NH:28][C:27]=1[NH:41][C:10](=[O:12])[CH2:9][CH2:8][CH2:7][N:2]1[CH2:3][CH2:4][CH2:5][CH2:6]1. (6) Given the reactants [NH2:1][CH2:2][CH:3]([NH:14]C(=O)OC(C)(C)C)[C:4]1[CH:9]=[CH:8][CH:7]=[C:6]([C:10]([F:13])([F:12])[F:11])[CH:5]=1.C(N(CC)[CH:26]([CH3:28])[CH3:27])(C)C.Cl[C:32]([O:34][CH2:35][CH2:36][Br:37])=[O:33].[C:38](=[O:41])([O-])[OH:39].[Na+].[C:43](#N)C, predict the reaction product. The product is: [F:13][C:10]([F:11])([F:12])[C:6]1[CH:5]=[C:4]([CH:3]([NH:14][C:32](=[O:33])[O:34][CH2:35][CH2:36][Br:37])[CH2:2][NH:1][C:38](=[O:41])[O:39][C:26]([CH3:28])([CH3:43])[CH3:27])[CH:9]=[CH:8][CH:7]=1.